The task is: Predict the reaction yield, written as a fraction of the theoretical maximum amount of product (1.0 means a 100% yield; for example, 0.34 means a 34% yield).. This data is from Reaction yield outcomes from USPTO patents with 853,638 reactions. (1) The reactants are [F:1][C:2]1[C:3]([N:9]=[CH:10][N:11]([CH3:13])[CH3:12])=[N:4][C:5]([OH:8])=[N:6][CH:7]=1.C(N(CC)CC)C.[Cl:21][C:22]1[CH:27]=[CH:26][C:25]([S:28](Cl)(=[O:30])=[O:29])=[CH:24][CH:23]=1. The catalyst is ClCCl. The product is [Cl:21][C:22]1[CH:27]=[CH:26][C:25]([S:28]([N:6]2[CH:7]=[C:2]([F:1])[C:3]([N:9]=[CH:10][N:11]([CH3:13])[CH3:12])=[N:4][C:5]2=[O:8])(=[O:30])=[O:29])=[CH:24][CH:23]=1. The yield is 0.660. (2) The reactants are Cl[C:2]1[N:10]=[C:9]2[C:5]([N:6]([CH3:11])[CH:7]=[N:8]2)=[C:4]([O:12][CH3:13])[N:3]=1.[Cl:14][C:15]1[CH:20]=[CH:19][C:18](B2OC(C)(C)C(C)(C)O2)=[C:17]([F:30])[C:16]=1[O:31][CH3:32].[F-].[Cs+]. The catalyst is Cl[Pd](Cl)([P](C1C=CC=CC=1)(C1C=CC=CC=1)C1C=CC=CC=1)[P](C1C=CC=CC=1)(C1C=CC=CC=1)C1C=CC=CC=1. The product is [Cl:14][C:15]1[CH:20]=[CH:19][C:18]([C:2]2[N:10]=[C:9]3[C:5]([N:6]([CH3:11])[CH:7]=[N:8]3)=[C:4]([O:12][CH3:13])[N:3]=2)=[C:17]([F:30])[C:16]=1[O:31][CH3:32]. The yield is 0.670. (3) The reactants are [CH2:1]([O:8][C:9]1[CH:16]=[CH:15][C:12]([CH:13]=O)=[CH:11][C:10]=1[CH:17]1[CH2:21][CH2:20][CH2:19][CH2:18]1)[C:2]1[CH:7]=[CH:6][CH:5]=[CH:4][CH:3]=1.C1(P(C2C=CC=CC=2)(C2C=CC=CC=2)=[CH:29][C:30]([O:32][CH2:33][CH3:34])=[O:31])C=CC=CC=1. The catalyst is ClCCl. The product is [CH2:1]([O:8][C:9]1[CH:16]=[CH:15][C:12]([CH:13]=[CH:29][C:30]([O:32][CH2:33][CH3:34])=[O:31])=[CH:11][C:10]=1[CH:17]1[CH2:21][CH2:20][CH2:19][CH2:18]1)[C:2]1[CH:7]=[CH:6][CH:5]=[CH:4][CH:3]=1. The yield is 0.810.